The task is: Predict the product of the given reaction.. This data is from Forward reaction prediction with 1.9M reactions from USPTO patents (1976-2016). (1) Given the reactants [Cl:1][C:2]1[CH:3]=[CH:4][C:5]2[NH:9][C:8](=[O:10])[N:7]([CH2:11][CH2:12][CH2:13][N:14]3[CH2:44][CH2:43][C:17]4([N:21]([C:22]5[CH:27]=[CH:26][CH:25]=[CH:24][CH:23]=5)[CH2:20][N:19]([CH2:28][C:29]5[CH:30]=[C:31]([CH:39]=[CH:40][CH:41]=5)[C:32]([O:34]C(C)(C)C)=[O:33])[C:18]4=[O:42])[CH2:16][CH2:15]3)[C:6]=2[CH:45]=1, predict the reaction product. The product is: [Cl:1][C:2]1[CH:3]=[CH:4][C:5]2[NH:9][C:8](=[O:10])[N:7]([CH2:11][CH2:12][CH2:13][N:14]3[CH2:44][CH2:43][C:17]4([N:21]([C:22]5[CH:27]=[CH:26][CH:25]=[CH:24][CH:23]=5)[CH2:20][N:19]([CH2:28][C:29]5[CH:30]=[C:31]([CH:39]=[CH:40][CH:41]=5)[C:32]([OH:34])=[O:33])[C:18]4=[O:42])[CH2:16][CH2:15]3)[C:6]=2[CH:45]=1. (2) Given the reactants CS(O[CH2:6][CH:7]1[N:17]2[CH:18]3[CH:13]([N:14]=[CH:15][C:16]2=[O:19])[CH:12]=[CH:11][C:10](=[O:20])[N:9]3[CH2:8]1)(=O)=O.N1C=CC=CC=1.[NH:27]1[CH2:32][CH2:31][CH:30]([NH:33][C:34](=[O:40])[O:35][C:36]([CH3:39])([CH3:38])[CH3:37])[CH2:29][CH2:28]1.CO, predict the reaction product. The product is: [O:19]=[C:16]1[CH:15]=[N:14][C:13]2=[C:18]3[N:17]1[CH:7]([CH2:6][N:27]1[CH2:28][CH2:29][CH:30]([NH:33][C:34](=[O:40])[O:35][C:36]([CH3:38])([CH3:37])[CH3:39])[CH2:31][CH2:32]1)[CH2:8][N:9]3[C:10](=[O:20])[CH:11]=[CH:12]2. (3) Given the reactants [O:1]=[C:2]1[CH2:6][CH2:5][CH2:4][N:3]1[C:7]1[CH:12]=[CH:11][C:10]([C:13]23[CH2:32][CH:17]4[CH2:18][C:19]([NH:21]C(=O)OCC5C=CC=CC=5)([CH2:20]2)[CH:15]([CH2:16]4)[CH2:14]3)=[CH:9][CH:8]=1, predict the reaction product. The product is: [NH2:21][C:19]12[CH2:18][CH:17]3[CH2:32][C:13]([C:10]4[CH:11]=[CH:12][C:7]([N:3]5[CH2:4][CH2:5][CH2:6][C:2]5=[O:1])=[CH:8][CH:9]=4)([CH2:14][CH:15]1[CH2:16]3)[CH2:20]2.